Dataset: NCI-60 drug combinations with 297,098 pairs across 59 cell lines. Task: Regression. Given two drug SMILES strings and cell line genomic features, predict the synergy score measuring deviation from expected non-interaction effect. (1) Drug 1: CC1C(C(CC(O1)OC2CC(OC(C2O)C)OC3=CC4=CC5=C(C(=O)C(C(C5)C(C(=O)C(C(C)O)O)OC)OC6CC(C(C(O6)C)O)OC7CC(C(C(O7)C)O)OC8CC(C(C(O8)C)O)(C)O)C(=C4C(=C3C)O)O)O)O. Drug 2: C(CCl)NC(=O)N(CCCl)N=O. Cell line: HCC-2998. Synergy scores: CSS=2.12, Synergy_ZIP=-1.26, Synergy_Bliss=-6.74, Synergy_Loewe=-54.8, Synergy_HSA=-7.50. (2) Drug 2: C(=O)(N)NO. Cell line: U251. Drug 1: C1=CC(=CC=C1CC(C(=O)O)N)N(CCCl)CCCl.Cl. Synergy scores: CSS=29.3, Synergy_ZIP=-7.50, Synergy_Bliss=0.280, Synergy_Loewe=0.222, Synergy_HSA=0.790. (3) Drug 1: CC1=CC=C(C=C1)C2=CC(=NN2C3=CC=C(C=C3)S(=O)(=O)N)C(F)(F)F. Drug 2: CC1=C2C(C(=O)C3(C(CC4C(C3C(C(C2(C)C)(CC1OC(=O)C(C(C5=CC=CC=C5)NC(=O)C6=CC=CC=C6)O)O)OC(=O)C7=CC=CC=C7)(CO4)OC(=O)C)O)C)OC(=O)C. Cell line: SW-620. Synergy scores: CSS=37.8, Synergy_ZIP=11.8, Synergy_Bliss=11.8, Synergy_Loewe=-19.2, Synergy_HSA=8.14.